This data is from Peptide-MHC class II binding affinity with 134,281 pairs from IEDB. The task is: Regression. Given a peptide amino acid sequence and an MHC pseudo amino acid sequence, predict their binding affinity value. This is MHC class II binding data. (1) The peptide sequence is GELQIVDKIDAATKI. The MHC is DRB5_0101 with pseudo-sequence DRB5_0101. The binding affinity (normalized) is 0.770. (2) The peptide sequence is GFYTTGAVRQIFGDYKTT. The MHC is DRB5_0101 with pseudo-sequence DRB5_0101. The binding affinity (normalized) is 0.362. (3) The peptide sequence is RCLVKEIPPRLLYAK. The MHC is HLA-DQA10501-DQB10201 with pseudo-sequence HLA-DQA10501-DQB10201. The binding affinity (normalized) is 0.343. (4) The peptide sequence is FLATRIFGRRSIPVN. The MHC is HLA-DQA10501-DQB10303 with pseudo-sequence HLA-DQA10501-DQB10303. The binding affinity (normalized) is 0.555. (5) The peptide sequence is YFESFVREFVATART. The MHC is H-2-IAb with pseudo-sequence H-2-IAb. The binding affinity (normalized) is 0.543. (6) The binding affinity (normalized) is 0.719. The MHC is DRB1_0101 with pseudo-sequence DRB1_0101. The peptide sequence is NPKFENIAEGLRALLARSHVERTTDE. (7) The peptide sequence is NFILDGDNLFPKV. The MHC is DRB3_0101 with pseudo-sequence DRB3_0101. The binding affinity (normalized) is 0.961. (8) The peptide sequence is KLVDVRLTSEQARQF. The MHC is DRB1_0101 with pseudo-sequence DRB1_0101. The binding affinity (normalized) is 0.722. (9) The peptide sequence is EAAFNKAIKESTGGA. The MHC is HLA-DPA10301-DPB10402 with pseudo-sequence HLA-DPA10301-DPB10402. The binding affinity (normalized) is 0.178. (10) The MHC is HLA-DQA10501-DQB10201 with pseudo-sequence HLA-DQA10501-DQB10201. The binding affinity (normalized) is 0.289. The peptide sequence is GCQTYKWETFLTSEL.